From a dataset of Forward reaction prediction with 1.9M reactions from USPTO patents (1976-2016). Predict the product of the given reaction. The product is: [F:1][C:2]1[CH:3]=[CH:4][C:5]([N:8]2[CH:12]=[C:11]([C:13]3[CH2:14][CH2:15][NH:16][CH2:17][CH:18]=3)[N:10]=[N:9]2)=[CH:6][CH:7]=1. Given the reactants [F:1][C:2]1[CH:7]=[CH:6][C:5]([N:8]2[CH:12]=[C:11]([C:13]3[CH2:14][CH2:15][N:16](C(OC(C)(C)C)=O)[CH2:17][CH:18]=3)[N:10]=[N:9]2)=[CH:4][CH:3]=1, predict the reaction product.